From a dataset of NCI-60 drug combinations with 297,098 pairs across 59 cell lines. Regression. Given two drug SMILES strings and cell line genomic features, predict the synergy score measuring deviation from expected non-interaction effect. (1) Drug 1: CN(C)N=NC1=C(NC=N1)C(=O)N. Drug 2: C1=CN(C=N1)CC(O)(P(=O)(O)O)P(=O)(O)O. Cell line: UACC62. Synergy scores: CSS=2.42, Synergy_ZIP=-0.780, Synergy_Bliss=1.01, Synergy_Loewe=1.32, Synergy_HSA=1.32. (2) Drug 1: CC1C(C(CC(O1)OC2CC(CC3=C2C(=C4C(=C3O)C(=O)C5=C(C4=O)C(=CC=C5)OC)O)(C(=O)CO)O)N)O.Cl. Drug 2: CC1=C(C(=O)C2=C(C1=O)N3CC4C(C3(C2COC(=O)N)OC)N4)N. Cell line: BT-549. Synergy scores: CSS=17.2, Synergy_ZIP=-8.61, Synergy_Bliss=-2.05, Synergy_Loewe=-8.29, Synergy_HSA=0.485. (3) Drug 1: CC1=CC2C(CCC3(C2CCC3(C(=O)C)OC(=O)C)C)C4(C1=CC(=O)CC4)C. Drug 2: CN(CC1=CN=C2C(=N1)C(=NC(=N2)N)N)C3=CC=C(C=C3)C(=O)NC(CCC(=O)O)C(=O)O. Cell line: T-47D. Synergy scores: CSS=-1.28, Synergy_ZIP=1.09, Synergy_Bliss=2.78, Synergy_Loewe=-3.66, Synergy_HSA=-3.45. (4) Drug 2: C1CN(CCN1C(=O)CCBr)C(=O)CCBr. Drug 1: CC1C(C(CC(O1)OC2CC(CC3=C2C(=C4C(=C3O)C(=O)C5=C(C4=O)C(=CC=C5)OC)O)(C(=O)C)O)N)O.Cl. Synergy scores: CSS=27.5, Synergy_ZIP=-12.4, Synergy_Bliss=-8.22, Synergy_Loewe=0.629, Synergy_HSA=1.27. Cell line: KM12. (5) Drug 1: C1=NC(=NC(=O)N1C2C(C(C(O2)CO)O)O)N. Drug 2: C1=NC2=C(N1)C(=S)N=CN2. Cell line: HT29. Synergy scores: CSS=46.5, Synergy_ZIP=0.433, Synergy_Bliss=3.05, Synergy_Loewe=-5.33, Synergy_HSA=4.98.